Dataset: Full USPTO retrosynthesis dataset with 1.9M reactions from patents (1976-2016). Task: Predict the reactants needed to synthesize the given product. Given the product [CH3:1][O:2][C:3](=[O:16])[C:4]1[CH:9]=[C:8]([Cl:10])[CH:7]=[CH:6][C:5]=1[O:11][CH2:12][CH2:13][CH2:14][N:32]1[CH2:33][CH2:34][C:29]([CH2:28][C:27]2[CH:26]=[CH:25][C:24]([Cl:23])=[CH:39][CH:38]=2)([OH:37])[C:30]([CH3:36])([CH3:35])[CH2:31]1, predict the reactants needed to synthesize it. The reactants are: [CH3:1][O:2][C:3](=[O:16])[C:4]1[CH:9]=[C:8]([Cl:10])[CH:7]=[CH:6][C:5]=1[O:11][CH2:12][CH2:13][CH2:14]Br.C([O-])([O-])=O.[K+].[K+].[Cl:23][C:24]1[CH:39]=[CH:38][C:27]([CH2:28][C:29]2([OH:37])[CH2:34][CH2:33][NH:32][CH2:31][C:30]2([CH3:36])[CH3:35])=[CH:26][CH:25]=1.